Task: Predict the product of the given reaction.. Dataset: Forward reaction prediction with 1.9M reactions from USPTO patents (1976-2016) (1) Given the reactants [F:1][C:2]1[CH:3]=[C:4]2[C:9](=[CH:10][C:11]=1[CH2:12]C(OC)=O)[N:8]=[C:7]([CH3:17])[CH:6]=[CH:5]2.[CH3:18][Mg+].[Br-].CC[O:23][CH2:24][CH3:25], predict the reaction product. The product is: [F:1][C:2]1[CH:3]=[C:4]2[C:9](=[CH:10][C:11]=1[CH2:12][C:24]([CH3:25])([OH:23])[CH3:18])[N:8]=[C:7]([CH3:17])[CH:6]=[CH:5]2. (2) Given the reactants C([O:5][C:6](=[O:33])[CH2:7][O:8][C:9]1[CH:14]=[CH:13][CH:12]=[C:11]([CH2:15][N:16]([S:29]([CH3:32])(=[O:31])=[O:30])[CH2:17][C:18]2[CH:23]=[CH:22][C:21]([C:24]3[S:25][CH:26]=[CH:27][N:28]=3)=[CH:20][CH:19]=2)[CH:10]=1)(C)(C)C.FC(F)(F)C(O)=O, predict the reaction product. The product is: [CH3:32][S:29]([N:16]([CH2:15][C:11]1[CH:10]=[C:9]([CH:14]=[CH:13][CH:12]=1)[O:8][CH2:7][C:6]([OH:33])=[O:5])[CH2:17][C:18]1[CH:19]=[CH:20][C:21]([C:24]2[S:25][CH:26]=[CH:27][N:28]=2)=[CH:22][CH:23]=1)(=[O:30])=[O:31]. (3) Given the reactants [NH:1]1[C:9]2[C:4](=[CH:5][CH:6]=[CH:7][CH:8]=2)[CH:3]=[C:2]1[C:10]1[C:11]([O:32][CH3:33])=[CH:12][C:13]([O:30][CH3:31])=[C:14](/[CH:16]=[CH:17]/[C:18]([C:20]2[CH:25]=[CH:24][C:23]([S:26]([NH2:29])(=[O:28])=[O:27])=[CH:22][CH:21]=2)=[O:19])[CH:15]=1.Cl[C:35]([O:37][CH2:38][CH3:39])=[O:36].C([O-])([O-])=O.[K+].[K+], predict the reaction product. The product is: [CH2:38]([O:37][C:35]([NH:29][S:26]([C:23]1[CH:22]=[CH:21][C:20]([C:18](=[O:19])/[CH:17]=[CH:16]/[C:14]2[CH:15]=[C:10]([C:2]3[NH:1][C:9]4[C:4]([CH:3]=3)=[CH:5][CH:6]=[CH:7][CH:8]=4)[C:11]([O:32][CH3:33])=[CH:12][C:13]=2[O:30][CH3:31])=[CH:25][CH:24]=1)(=[O:28])=[O:27])=[O:36])[CH3:39].